This data is from Reaction yield outcomes from USPTO patents with 853,638 reactions. The task is: Predict the reaction yield, written as a fraction of the theoretical maximum amount of product (1.0 means a 100% yield; for example, 0.34 means a 34% yield). (1) The catalyst is O1CCCC1. The reactants are Br[C:2]1[CH:3]=[C:4]([F:13])[C:5]2[O:9][C:8]([CH3:11])([CH3:10])[CH2:7][C:6]=2[CH:12]=1.C([Li])CCC.[B:19](OC(C)C)([O:24]C(C)C)[O:20]C(C)C.Cl. The product is [F:13][C:4]1[C:5]2[O:9][C:8]([CH3:11])([CH3:10])[CH2:7][C:6]=2[CH:12]=[C:2]([B:19]([OH:24])[OH:20])[CH:3]=1. The yield is 0.400. (2) The reactants are C[O:2][C:3]([CH2:5][C:6]1[C:11]([C:12]([OH:14])=[O:13])=[CH:10][N:9]=[C:8]([C:15]2[CH:20]=[CH:19][CH:18]=[CH:17][CH:16]=2)[N:7]=1)=O.Cl.[NH4+:22].[OH-]. The catalyst is O. The product is [C:3]([CH2:5][C:6]1[C:11]([C:12]([OH:14])=[O:13])=[CH:10][N:9]=[C:8]([C:15]2[CH:20]=[CH:19][CH:18]=[CH:17][CH:16]=2)[N:7]=1)(=[O:2])[NH2:22]. The yield is 0.630. (3) The reactants are C(OC([NH:8][C@@H:9]1[CH2:14][CH2:13][CH2:12][N:11]([C:15]([O:17][CH2:18][C:19]2[CH:24]=[CH:23][CH:22]=[CH:21][CH:20]=2)=[O:16])[C@H:10]1[CH3:25])=O)(C)(C)C.Cl. The catalyst is CO. The product is [NH2:8][C@@H:9]1[CH2:14][CH2:13][CH2:12][N:11]([C:15]([O:17][CH2:18][C:19]2[CH:24]=[CH:23][CH:22]=[CH:21][CH:20]=2)=[O:16])[C@H:10]1[CH3:25]. The yield is 1.00. (4) The reactants are [K+].[C:2]([NH-:13])(=[O:12])[C:3]1[C:4](=[CH:8][CH:9]=[CH:10][CH:11]=1)[C:5]([NH-])=[O:6].[K+].[CH2:15](Br)[CH:16]=[CH2:17]. The catalyst is CN(C=O)C. The product is [CH2:17]([N:13]1[C:2](=[O:12])[C:3]2[C:4](=[CH:8][CH:9]=[CH:10][CH:11]=2)[C:5]1=[O:6])[CH:16]=[CH2:15]. The yield is 0.570. (5) The reactants are [CH3:1][NH:2][C:3](=O)[CH2:4][C:5]12[CH2:14][CH:9]3[CH2:10][CH:11]([CH2:13][CH:7]([CH2:8]3)[CH2:6]1)[CH2:12]2.[H-].[Al+3].[Li+].[H-].[H-].[H-].C(OCC)(=O)C. The catalyst is O1CCCC1.C(OCC)C. The product is [C:5]12([CH2:4][CH2:3][NH:2][CH3:1])[CH2:12][CH:11]3[CH2:10][CH:9]([CH2:8][CH:7]([CH2:13]3)[CH2:6]1)[CH2:14]2. The yield is 0.660. (6) The reactants are [C:1]([C:3]1[CH:8]=[CH:7][C:6]([C:9]2[CH:10]=[N:11][N:12]([C:23]3[CH:32]=[C:31]([CH3:33])[C:26]([C:27]([O:29]C)=[O:28])=[CH:25][N:24]=3)[C:13]=2[O:14]COCC[Si](C)(C)C)=[CH:5][CH:4]=1)#[N:2].CO.[Li+].[OH-]. The catalyst is O. The product is [C:1]([C:3]1[CH:4]=[CH:5][C:6]([C:9]2[CH:10]=[N:11][N:12]([C:23]3[CH:32]=[C:31]([CH3:33])[C:26]([C:27]([OH:29])=[O:28])=[CH:25][N:24]=3)[C:13]=2[OH:14])=[CH:7][CH:8]=1)#[N:2]. The yield is 0.518. (7) The reactants are [CH2:1]([N:3]([CH2:19][CH3:20])[CH2:4][CH2:5][CH2:6][CH2:7][O:8][C:9]1[CH:10]=[C:11]2[C:16](=[CH:17][CH:18]=1)[NH:15][CH2:14][CH2:13][CH2:12]2)[CH3:2].CN(C=O)C.Cl[C:27]([O:29][CH2:30][C:31]1[CH:36]=[CH:35][CH:34]=[CH:33][CH:32]=1)=[O:28]. No catalyst specified. The product is [CH2:30]([O:29][C:27]([N:15]1[C:16]2[C:11](=[CH:10][C:9]([O:8][CH2:7][CH2:6][CH2:5][CH2:4][N:3]([CH2:1][CH3:2])[CH2:19][CH3:20])=[CH:18][CH:17]=2)[CH2:12][CH2:13][CH2:14]1)=[O:28])[C:31]1[CH:36]=[CH:35][CH:34]=[CH:33][CH:32]=1. The yield is 0.380. (8) The reactants are C[O:2][C:3]([C:5]1([CH2:10][CH2:11][CH2:12][CH2:13][S:14]([CH3:17])(=[O:16])=[O:15])[CH2:9][CH2:8][CH2:7][CH2:6]1)=[O:4].[OH-].[Na+]. The catalyst is C1COCC1.CO. The product is [CH3:17][S:14]([CH2:13][CH2:12][CH2:11][CH2:10][C:5]1([C:3]([OH:4])=[O:2])[CH2:9][CH2:8][CH2:7][CH2:6]1)(=[O:15])=[O:16]. The yield is 0.920.